From a dataset of Forward reaction prediction with 1.9M reactions from USPTO patents (1976-2016). Predict the product of the given reaction. (1) Given the reactants CC([Si](C)(C)O[C@H]1[C@H]([N:13]2[CH2:17][CH2:16][CH2:15][C:14]2=[O:18])CCN(C(OC(C)(C)C)=O)C1)(C)C.[C:28]([OH:34])([C:30]([F:33])([F:32])[F:31])=[O:29], predict the reaction product. The product is: [OH:34][C:28]([C:30]([F:33])([F:32])[F:31])=[O:29].[NH:13]1[CH2:17][CH2:16][CH2:15][C:14]1=[O:18]. (2) Given the reactants [OH:1][C@H:2]([CH:6]([CH3:8])[CH3:7])[C:3]([OH:5])=[O:4].C([O-])([O-])=O.[K+].[K+].[CH2:15](I)[CH3:16], predict the reaction product. The product is: [OH:1][C@H:2]([CH:6]([CH3:8])[CH3:7])[C:3]([O:5][CH2:15][CH3:16])=[O:4]. (3) Given the reactants [OH:1]O.C1([Se][CH:10](/[C:15](/[C:33]([O:35][CH3:36])=[O:34])=[C:16](/[C:29]([O:31][CH3:32])=[O:30])\[CH2:17][CH2:18][CH2:19][CH2:20][CH2:21][CH2:22][CH2:23][CH2:24][CH2:25][CH2:26][CH2:27][CH3:28])[C:11]([O:13][CH3:14])=[O:12])C=CC=CC=1.N1C=CC=CC=1, predict the reaction product. The product is: [OH:1][C:16]([C:29]([O:31][CH3:32])=[O:30])([CH2:17][CH2:18][CH2:19][CH2:20][CH2:21][CH2:22][CH2:23][CH2:24][CH2:25][CH2:26][CH2:27][CH3:28])/[C:15](/[C:33]([O:35][CH3:36])=[O:34])=[CH:10]/[C:11]([O:13][CH3:14])=[O:12].